The task is: Predict the product of the given reaction.. This data is from Forward reaction prediction with 1.9M reactions from USPTO patents (1976-2016). (1) Given the reactants C[O:2][C:3]([C:5]1[N:13]=[C:12]2[C:8]([N:9]=[CH:10][N:11]2[C@@H:14]2[CH2:18][C@H:17]([NH:19][C:20](=[O:23])[CH2:21][CH3:22])[C@@H:16]([OH:24])[C@H:15]2[OH:25])=[C:7]([NH:26][CH2:27][CH:28]([C:35]2[CH:40]=[CH:39][CH:38]=[CH:37][CH:36]=2)[C:29]2[CH:34]=[CH:33][CH:32]=[CH:31][CH:30]=2)[N:6]=1)=O.[CH2:41]([NH2:44])[CH2:42][NH2:43], predict the reaction product. The product is: [NH2:43][CH2:42][CH2:41][NH:44][C:3]([C:5]1[N:13]=[C:12]2[C:8]([N:9]=[CH:10][N:11]2[C@@H:14]2[CH2:18][C@H:17]([NH:19][C:20](=[O:23])[CH2:21][CH3:22])[C@@H:16]([OH:24])[C@H:15]2[OH:25])=[C:7]([NH:26][CH2:27][CH:28]([C:35]2[CH:36]=[CH:37][CH:38]=[CH:39][CH:40]=2)[C:29]2[CH:30]=[CH:31][CH:32]=[CH:33][CH:34]=2)[N:6]=1)=[O:2]. (2) Given the reactants [C:1]([O:18][CH2:19][C@@H:20]([CH2:22][OH:23])[OH:21])(=[O:17])[CH2:2][CH2:3][CH2:4][CH2:5][CH2:6][CH2:7][CH2:8][CH2:9][CH2:10][CH2:11][CH2:12][CH2:13][CH2:14][CH2:15][CH3:16].[CH3:24][CH2:25][OH:26], predict the reaction product. The product is: [C:1]([O:18][CH2:19][C@@H:20]([CH2:22][O:23][C:25](=[O:26])[CH3:24])[OH:21])(=[O:17])[CH2:2][CH2:3][CH2:4][CH2:5][CH2:6][CH2:7][CH2:8][CH2:9][CH2:10][CH2:11][CH2:12][CH2:13][CH2:14][CH2:15][CH3:16].